This data is from Forward reaction prediction with 1.9M reactions from USPTO patents (1976-2016). The task is: Predict the product of the given reaction. (1) Given the reactants C(OC(=O)[NH:7][CH2:8][C:9]#[C:10][C:11]1[CH:12]=[CH:13][C:14]2[C:20]3[N:21]=[C:22]([NH:25][C:26]4[CH:31]=[CH:30][C:29]([O:32][CH3:33])=[C:28]([O:34][CH3:35])[CH:27]=4)[N:23]=[CH:24][C:19]=3[CH2:18][C:17](=[O:36])[NH:16][C:15]=2[CH:37]=1)(C)(C)C.Cl, predict the reaction product. The product is: [NH2:7][CH2:8][C:9]#[C:10][C:11]1[CH:12]=[CH:13][C:14]2[C:20]3[N:21]=[C:22]([NH:25][C:26]4[CH:31]=[CH:30][C:29]([O:32][CH3:33])=[C:28]([O:34][CH3:35])[CH:27]=4)[N:23]=[CH:24][C:19]=3[CH2:18][C:17](=[O:36])[NH:16][C:15]=2[CH:37]=1. (2) Given the reactants [CH2:1]([S:4][CH2:5][CH:6]=[CH2:7])[CH:2]=[CH2:3].[C:8]1([C:14]2[CH:19]=[CH:18][CH:17]=[CH:16][CH:15]=2)[CH:13]=[CH:12][CH:11]=[CH:10][CH:9]=1.C(N(CC)CC)C.[C:27](Cl)(=[O:30])[CH:28]=[CH2:29].[CH2:32]1[CH2:36][O:35]C[CH2:33]1, predict the reaction product. The product is: [C:27]([OH:30])(=[O:35])[CH:28]=[CH2:29].[C:36]([OH:35])(=[O:30])[CH:32]=[CH2:33].[CH2:1]([S:4][CH2:5][CH:6]=[CH2:7])[CH:2]=[CH2:3].[C:8]1([C:14]2[CH:15]=[CH:16][CH:17]=[CH:18][CH:19]=2)[CH:13]=[CH:12][CH:11]=[CH:10][CH:9]=1.